The task is: Predict the reaction yield, written as a fraction of the theoretical maximum amount of product (1.0 means a 100% yield; for example, 0.34 means a 34% yield).. This data is from Reaction yield outcomes from USPTO patents with 853,638 reactions. (1) The reactants are C([NH:4][OH:5])(=O)C.C([O-])([O-])=O.[K+].[K+].F[C:13]1[CH:20]=[CH:19][C:18]([N:21]2[C:25]3[C:26](=[O:43])[N:27]([C:30]4[CH:35]=[CH:34][C:33]([N:36]5[CH2:41][CH2:40][CH2:39][CH2:38][C:37]5=[O:42])=[CH:32][CH:31]=4)[CH2:28][CH2:29][C:24]=3[C:23]([C:44]([F:47])([F:46])[F:45])=[N:22]2)=[CH:17][C:14]=1[C:15]#[N:16].C(O)(C(F)(F)F)=O. The yield is 0.670. The catalyst is CN(C=O)C.O. The product is [NH2:16][C:15]1[C:14]2[CH:17]=[C:18]([N:21]3[C:25]4[C:26](=[O:43])[N:27]([C:30]5[CH:35]=[CH:34][C:33]([N:36]6[CH2:41][CH2:40][CH2:39][CH2:38][C:37]6=[O:42])=[CH:32][CH:31]=5)[CH2:28][CH2:29][C:24]=4[C:23]([C:44]([F:46])([F:45])[F:47])=[N:22]3)[CH:19]=[CH:20][C:13]=2[O:5][N:4]=1. (2) The reactants are [Cl:1][C:2]1[CH:7]=[CH:6][C:5]([C:8]2[CH:13]=[C:12]([CH:14]3[CH2:16][CH2:15]3)[N:11]3[N:17]=[CH:18][C:19](I)=[C:10]3[N:9]=2)=[CH:4][CH:3]=1.C[Si]([C:25]#[CH:26])(C)C.CCN(CC)CC.C(=O)([O-])[O-].[K+].[K+]. The catalyst is CN(C)C=O.C1COCC1.CO. The product is [Cl:1][C:2]1[CH:7]=[CH:6][C:5]([C:8]2[CH:13]=[C:12]([CH:14]3[CH2:16][CH2:15]3)[N:11]3[N:17]=[CH:18][C:19]([C:25]#[CH:26])=[C:10]3[N:9]=2)=[CH:4][CH:3]=1. The yield is 0.400. (3) The reactants are [NH2:1][C:2]1[CH:7]=[C:6]([CH3:8])[C:5]([NH:9][C:10](=[O:17])[CH2:11][CH:12]2[CH2:16][CH2:15][CH2:14][CH2:13]2)=[C:4]([CH3:18])[CH:3]=1.[F:19][C:20]([F:30])([F:29])[C:21]1[CH:28]=[CH:27][C:24]([CH:25]=O)=[CH:23][CH:22]=1.C([BH3-])#N.[Na+].C(=O)([O-])[O-].[Na+].[Na+]. The catalyst is C(#N)C.C(O)(=O)C. The product is [CH:12]1([CH2:11][C:10]([NH:9][C:5]2[C:4]([CH3:18])=[CH:3][C:2]([NH:1][CH2:25][C:24]3[CH:23]=[CH:22][C:21]([C:20]([F:19])([F:29])[F:30])=[CH:28][CH:27]=3)=[CH:7][C:6]=2[CH3:8])=[O:17])[CH2:16][CH2:15][CH2:14][CH2:13]1. The yield is 0.910. (4) The product is [CH:8]([N:11]1[C:15]([C:16]2[N:25]=[C:24]3[C:23]4[CH:26]=[CH:27][C:28]([CH:30]5[CH2:35][CH2:34][N:33]([CH2:40][C:41]([NH2:43])=[O:42])[CH2:32][CH2:31]5)=[CH:29][C:22]=4[O:21][CH2:20][CH2:19][N:18]3[CH:17]=2)=[N:14][C:13]([CH2:36][O:37][CH3:38])=[N:12]1)([CH3:10])[CH3:9]. The catalyst is C1COCC1.C(Cl)Cl.O. The yield is 0.430. The reactants are FC(F)(F)C(O)=O.[CH:8]([N:11]1[C:15]([C:16]2[N:25]=[C:24]3[N:18]([CH2:19][CH2:20][O:21][C:22]4[CH:29]=[C:28]([CH:30]5[CH2:35][CH2:34][NH:33][CH2:32][CH2:31]5)[CH:27]=[CH:26][C:23]=43)[CH:17]=2)=[N:14][C:13]([CH2:36][O:37][CH3:38])=[N:12]1)([CH3:10])[CH3:9].Br[CH2:40][C:41]([NH2:43])=[O:42].C(=O)([O-])[O-].[K+].[K+]. (5) The reactants are [N:1]12[CH2:8][CH2:7][C:4]([C:9]([C:18]3[CH:23]=[CH:22][CH:21]=[CH:20][CH:19]=3)([C:12]3[CH:17]=[CH:16][CH:15]=[CH:14][CH:13]=3)[C:10]#[N:11])([CH2:5][CH2:6]1)[CH2:3][CH2:2]2.[Br:24][CH2:25][CH2:26][CH2:27][CH:28]=[CH2:29]. No catalyst specified. The product is [Br-:24].[C:10]([C:9]([C:18]1[CH:19]=[CH:20][CH:21]=[CH:22][CH:23]=1)([C:12]1[CH:13]=[CH:14][CH:15]=[CH:16][CH:17]=1)[C:4]12[CH2:5][CH2:6][N+:1]([CH2:29][CH2:28][CH2:27][CH:26]=[CH2:25])([CH2:2][CH2:3]1)[CH2:8][CH2:7]2)#[N:11]. The yield is 0.593.